From a dataset of Aqueous solubility values for 9,982 compounds from the AqSolDB database. Regression/Classification. Given a drug SMILES string, predict its absorption, distribution, metabolism, or excretion properties. Task type varies by dataset: regression for continuous measurements (e.g., permeability, clearance, half-life) or binary classification for categorical outcomes (e.g., BBB penetration, CYP inhibition). For this dataset (solubility_aqsoldb), we predict Y. (1) The compound is CCN(CCO)c1ccc(N=Nc2sc3cc(OC)ccc3[n+]2C)cc1.[Cl-]. The Y is -0.947 log mol/L. (2) The compound is O=C1CCCCCN1C(=O)NCCCCCCNC(=O)N1CCCCCC1=O. The Y is -3.91 log mol/L. (3) The molecule is O=[N+]([O-])c1cc(O)cc([N+](=O)[O-])c1. The Y is -1.66 log mol/L. (4) The Y is -3.54 log mol/L. The compound is C1=Cc2ccccc2C1.CC(C)c1ccccc1.CCc1ccc(CC)cc1.Cc1cc(C)cc(C)c1.Cc1ccccc1.c1ccc2c(c1)CCC2.c1ccc2c(c1)CCCC2.c1ccc2ccccc2c1.c1ccccc1. (5) The compound is C/C=C/C. The Y is -1.94 log mol/L. (6) The drug is O=[N+]([O-])OC1CCCCCC1O[N+](=O)[O-]. The Y is -3.02 log mol/L.